From a dataset of Forward reaction prediction with 1.9M reactions from USPTO patents (1976-2016). Predict the product of the given reaction. (1) Given the reactants [CH3:1][C:2]1[S:3][C:4]2[CH:9]=[CH:8][NH:7][C:6](=[O:10])[C:5]=2[N:11]=1.[I:12]N1C(=O)CCC1=O, predict the reaction product. The product is: [I:12][C:9]1[C:4]2[S:3][C:2]([CH3:1])=[N:11][C:5]=2[C:6](=[O:10])[NH:7][CH:8]=1. (2) Given the reactants [N+:1]([C:4]1[CH:9]=[CH:8][CH:7]=[CH:6][C:5]=1O)([O-:3])=[O:2].[CH:11]1([O:16][C:17](=[O:30])[C@@H:18]([NH:22][C:23]([O:25][C:26]([CH3:29])([CH3:28])[CH3:27])=[O:24])[CH2:19][CH2:20][OH:21])[CH2:15][CH2:14][CH2:13][CH2:12]1.C1(P(C2C=CC=CC=2)C2C=CC=CC=2)C=CC=CC=1.CC(OC(/N=N/C(OC(C)C)=O)=O)C, predict the reaction product. The product is: [CH:11]1([O:16][C:17](=[O:30])[C@@H:18]([NH:22][C:23]([O:25][C:26]([CH3:28])([CH3:27])[CH3:29])=[O:24])[CH2:19][CH2:20][O:21][C:7]2[CH:8]=[CH:9][C:4]([N+:1]([O-:3])=[O:2])=[CH:5][CH:6]=2)[CH2:15][CH2:14][CH2:13][CH2:12]1. (3) Given the reactants Br[C:2]1[CH:3]=[C:4]([C:15]2[CH:20]=[CH:19][CH:18]=[CH:17][C:16]=2[C:21]#[N:22])[C:5](=[O:14])[N:6]([C:8]2[CH:13]=[CH:12][CH:11]=[CH:10][CH:9]=2)[CH:7]=1.[N+:23]([C:26]1[CH:31]=[CH:30][CH:29]=[CH:28][C:27]=1B(O)O)([O-:25])=[O:24].C(=O)([O-])[O-].[Cs+].[Cs+].O, predict the reaction product. The product is: [C:21]([C:16]1[CH:17]=[CH:18][CH:19]=[CH:20][C:15]=1[C:4]1[C:5](=[O:14])[N:6]([C:8]2[CH:13]=[CH:12][CH:11]=[CH:10][CH:9]=2)[CH:7]=[C:2]([C:27]2[CH:28]=[CH:29][CH:30]=[CH:31][C:26]=2[N+:23]([O-:25])=[O:24])[CH:3]=1)#[N:22]. (4) Given the reactants [F:1][C:2]1[CH:7]=[CH:6][CH:5]=[CH:4][C:3]=1[C@@H:8]([NH2:10])[CH3:9].C([O:15][C:16]([C:18]1[CH:23]=[CH:22][CH:21]=[CH:20][C:19]=1[C:24]1[CH:29]=[CH:28][C:27]([CH2:30][N:31]2[C:39]3[C:34](=[CH:35][C:36]([C:40](O)=[O:41])=[CH:37][CH:38]=3)[C:33]([CH3:43])=[C:32]2[CH3:44])=[CH:26][CH:25]=1)=[O:17])(C)(C)C, predict the reaction product. The product is: [F:1][C:2]1[CH:7]=[CH:6][CH:5]=[CH:4][C:3]=1[C@@H:8]([NH:10][C:40]([C:36]1[CH:35]=[C:34]2[C:39](=[CH:38][CH:37]=1)[N:31]([CH2:30][C:27]1[CH:26]=[CH:25][C:24]([C:19]3[C:18]([C:16]([OH:17])=[O:15])=[CH:23][CH:22]=[CH:21][CH:20]=3)=[CH:29][CH:28]=1)[C:32]([CH3:44])=[C:33]2[CH3:43])=[O:41])[CH3:9]. (5) The product is: [F:24][C:2]([F:23])([F:1])[C:3]1[CH:4]=[C:5]([C:13]2[N:17]=[CH:16][N:15](/[CH:18]=[CH:19]\[C:20]([N:28]3[CH2:29][C:26]([CH2:30][N:31]([CH3:33])[CH3:32])([F:25])[CH2:27]3)=[O:21])[N:14]=2)[CH:6]=[C:7]([C:9]([F:12])([F:11])[F:10])[CH:8]=1. Given the reactants [F:1][C:2]([F:24])([F:23])[C:3]1[CH:4]=[C:5]([C:13]2[N:17]=[CH:16][N:15](/[CH:18]=[CH:19]\[C:20](O)=[O:21])[N:14]=2)[CH:6]=[C:7]([C:9]([F:12])([F:11])[F:10])[CH:8]=1.[F:25][C:26]1([CH2:30][N:31]([CH3:33])[CH3:32])[CH2:29][NH:28][CH2:27]1.C(P1(=O)OP(CCC)(=O)OP(CCC)(=O)O1)CC.CCN(C(C)C)C(C)C, predict the reaction product. (6) Given the reactants [N:1]1([C:7]2[CH:16]=[CH:15][C:14]([N+:17]([O-])=O)=[C:13]3[C:8]=2[CH:9]=[CH:10][CH:11]=[N:12]3)[CH2:6][CH2:5][O:4][CH2:3][CH2:2]1.Cl[Sn]Cl, predict the reaction product. The product is: [N:1]1([C:7]2[CH:16]=[CH:15][C:14]([NH2:17])=[C:13]3[C:8]=2[CH:9]=[CH:10][CH:11]=[N:12]3)[CH2:6][CH2:5][O:4][CH2:3][CH2:2]1. (7) Given the reactants [OH:1][C:2]1[C:3]2[C:7]([CH:8]=[C:9]([C:11]([O:13][CH2:14][CH3:15])=[O:12])[CH:10]=1)=[N:6][N:5]([CH3:16])[CH:4]=2.C(=O)([O-])[O-].[Cs+].[Cs+].Cl[C:24]1[CH:29]=[CH:28][C:27]([S:30]([CH3:33])(=[O:32])=[O:31])=[CH:26][C:25]=1[C:34]([F:37])([F:36])[F:35], predict the reaction product. The product is: [CH3:16][N:5]1[CH:4]=[C:3]2[C:7]([CH:8]=[C:9]([C:11]([O:13][CH2:14][CH3:15])=[O:12])[CH:10]=[C:2]2[O:1][C:24]2[CH:29]=[CH:28][C:27]([S:30]([CH3:33])(=[O:31])=[O:32])=[CH:26][C:25]=2[C:34]([F:35])([F:37])[F:36])=[N:6]1. (8) Given the reactants [Cl:1][C:2]1[CH:3]=[C:4]([C@@H:9]2[O:15][CH2:14][CH2:13][N:12](C(OC(C)(C)C)=O)[CH2:11][C@H:10]2[CH2:23]OS(C)(=O)=O)[CH:5]=[CH:6][C:7]=1[Cl:8].[CH:29]1([C:32]2[CH:36]=[C:35]([C:37]([O:39]CC)=[O:38])[NH:34][N:33]=2)[CH2:31][CH2:30]1, predict the reaction product. The product is: [ClH:1].[CH:29]1([C:32]2[N:33]([CH2:23][C@H:10]3[C@H:9]([C:4]4[CH:5]=[CH:6][C:7]([Cl:8])=[C:2]([Cl:1])[CH:3]=4)[O:15][CH2:14][CH2:13][NH:12][CH2:11]3)[N:34]=[C:35]([C:37]([OH:39])=[O:38])[CH:36]=2)[CH2:30][CH2:31]1. (9) Given the reactants C(OC([N:11]1[C:16](=[O:17])[CH2:15][CH2:14][C:13]([NH2:19])([CH3:18])[C:12]1=[O:20])=O)C1C=CC=CC=1.[ClH:21].[H][H].O, predict the reaction product. The product is: [ClH:21].[NH2:19][C:13]1([CH3:18])[CH2:14][CH2:15][C:16](=[O:17])[NH:11][C:12]1=[O:20]. (10) Given the reactants [CH:1]1([NH:7][C:8]2[CH:17]=[C:16]3[C:11]([C:12](=[O:25])[C:13]([CH:23]=O)=[CH:14][N:15]3[CH:18]3[CH2:22][CH2:21][CH2:20][CH2:19]3)=[CH:10][C:9]=2[F:26])[CH2:6][CH2:5][CH2:4][CH2:3][CH2:2]1.C([O-])(=O)C.[Na+].Cl.[NH2:33][OH:34], predict the reaction product. The product is: [CH:1]1([NH:7][C:8]2[CH:17]=[C:16]3[C:11]([C:12](=[O:25])[C:13]([CH:23]=[N:33][OH:34])=[CH:14][N:15]3[CH:18]3[CH2:22][CH2:21][CH2:20][CH2:19]3)=[CH:10][C:9]=2[F:26])[CH2:6][CH2:5][CH2:4][CH2:3][CH2:2]1.